From a dataset of Full USPTO retrosynthesis dataset with 1.9M reactions from patents (1976-2016). Predict the reactants needed to synthesize the given product. (1) The reactants are: [NH:1]1[CH2:6][CH2:5][CH2:4][CH2:3]C1.C(C[C:10]([O:12][CH2:13][CH3:14])=[O:11])#N.C(=O)C. Given the product [C:6](/[C:5](=[CH:4]\[CH3:3])/[C:10]([O:12][CH2:13][CH3:14])=[O:11])#[N:1], predict the reactants needed to synthesize it. (2) The reactants are: [CH3:1][C:2]([CH3:21])([CH3:20])[C:3]([N:5]1[CH2:10][CH2:9][N:8]([C:11]2[CH:16]=[CH:15][C:14]([N+:17]([O-:19])=[O:18])=[CH:13][CH:12]=2)[CH2:7][CH2:6]1)=O. Given the product [CH3:1][C:2]([CH3:21])([CH3:20])[CH2:3][N:5]1[CH2:6][CH2:7][N:8]([C:11]2[CH:16]=[CH:15][C:14]([N+:17]([O-:19])=[O:18])=[CH:13][CH:12]=2)[CH2:9][CH2:10]1, predict the reactants needed to synthesize it. (3) Given the product [OH:2][C:3]1[C:8]([N+:9]([O-:11])=[O:10])=[CH:7][CH:6]=[CH:5][C:4]=1[C:12]1[CH:17]=[CH:16][CH:15]=[C:14]([CH:18]=[C:19]2[S:23][C:22](=[O:24])[NH:21][C:20]2=[O:25])[CH:13]=1, predict the reactants needed to synthesize it. The reactants are: C[O:2][C:3]1[C:8]([N+:9]([O-:11])=[O:10])=[CH:7][CH:6]=[CH:5][C:4]=1[C:12]1[CH:17]=[CH:16][CH:15]=[C:14]([CH:18]=[C:19]2[S:23][C:22](=[O:24])[NH:21][C:20]2=[O:25])[CH:13]=1.Br. (4) Given the product [CH3:18][O:14][C:13]([C:11]1[CH:12]=[C:2]([F:1])[C:3]([F:16])=[C:4]2[O:9][CH2:8][CH:7]([CH3:10])[NH:6][C:5]=12)=[O:15], predict the reactants needed to synthesize it. The reactants are: [F:1][C:2]1[C:3]([F:16])=[C:4]2[O:9][CH2:8][CH:7]([CH3:10])[NH:6][C:5]2=[C:11]([C:13]([OH:15])=[O:14])[CH:12]=1.Cl.[CH3:18]O. (5) Given the product [CH2:21]([O:18][C:17]([C:16]1[C:10]2[O:9][B:8]([OH:20])[C@@H:7]([NH:6][C:1](=[O:5])[CH2:2][CH2:3][CH3:4])[CH2:12][C:11]=2[CH:13]=[CH:14][CH:15]=1)=[O:19])[CH2:22][CH3:23], predict the reactants needed to synthesize it. The reactants are: [C:1]([NH:6][CH:7]1[CH2:12][C:11]2[CH:13]=[CH:14][CH:15]=[C:16]([C:17]([OH:19])=[O:18])[C:10]=2[O:9][B:8]1[OH:20])(=[O:5])[CH2:2][CH2:3][CH3:4].[CH2:21](O)[CH2:22][CH3:23]. (6) Given the product [CH:25]1([C:31]2[C:32]3[CH:33]=[CH:34][C:35]([C:65]([NH:66][S:67]([CH:70]([CH3:72])[CH3:71])(=[O:69])=[O:68])=[O:73])=[CH:36][C:37]=3[N:38]3[CH2:44][C:43]([C:45]4[N:49]([CH:50]5[CH2:52][CH2:51]5)[N:48]=[C:47]([CH:53]([CH3:55])[CH3:54])[C:46]=4[C:56]([N:77]4[CH2:76][C@H:75]([CH3:74])[O:80][C@H:79]([CH3:81])[CH2:78]4)=[O:58])=[CH:42][C:41]4[CH:59]=[C:60]([O:63][CH3:64])[CH:61]=[CH:62][C:40]=4[C:39]=23)[CH2:26][CH2:27][CH2:28][CH2:29][CH2:30]1, predict the reactants needed to synthesize it. The reactants are: CN(C(ON1N=NC2C=CC=NC1=2)=[N+](C)C)C.F[P-](F)(F)(F)(F)F.[CH:25]1([C:31]2[C:32]3[CH:33]=[CH:34][C:35]([C:65](=[O:73])[NH:66][S:67]([CH:70]([CH3:72])[CH3:71])(=[O:69])=[O:68])=[CH:36][C:37]=3[N:38]3[CH2:44][C:43]([C:45]4[N:49]([CH:50]5[CH2:52][CH2:51]5)[N:48]=[C:47]([CH:53]([CH3:55])[CH3:54])[C:46]=4[C:56]([OH:58])=O)=[CH:42][C:41]4[CH:59]=[C:60]([O:63][CH3:64])[CH:61]=[CH:62][C:40]=4[C:39]=23)[CH2:30][CH2:29][CH2:28][CH2:27][CH2:26]1.[CH3:74][C@H:75]1[O:80][C@@H:79]([CH3:81])[CH2:78][NH:77][CH2:76]1.CCN(C(C)C)C(C)C. (7) Given the product [CH2:22]([CH:19]1[CH2:18][CH2:17][N:16]([C:14](=[O:15])[CH2:13][NH:1][C:2]2[CH:11]=[CH:10][C:5]3[NH:6][C:7](=[O:9])[NH:8][C:4]=3[CH:3]=2)[CH2:21][CH2:20]1)[C:23]1[CH:28]=[CH:27][CH:26]=[CH:25][CH:24]=1, predict the reactants needed to synthesize it. The reactants are: [NH2:1][C:2]1[CH:11]=[CH:10][C:5]2[NH:6][C:7](=[O:9])[NH:8][C:4]=2[CH:3]=1.Cl[CH2:13][C:14]([N:16]1[CH2:21][CH2:20][CH:19]([CH2:22][C:23]2[CH:28]=[CH:27][CH:26]=[CH:25][CH:24]=2)[CH2:18][CH2:17]1)=[O:15].